From a dataset of Catalyst prediction with 721,799 reactions and 888 catalyst types from USPTO. Predict which catalyst facilitates the given reaction. (1) Reactant: [CH2:1]([N:8]([CH2:15][C:16]1[C:21](Cl)=[N:20][C:19]([N:23]([CH:25]2[CH2:28][CH2:27][CH2:26]2)[CH3:24])=[CH:18][N:17]=1)[CH2:9][C@@H:10]([OH:14])[CH2:11][O:12][CH3:13])[C:2]1[CH:7]=[CH:6][CH:5]=[CH:4][CH:3]=1.CC(C)([O-])C.[K+].O. Product: [CH2:1]([N:8]1[CH2:15][C:16]2[N:17]=[CH:18][C:19]([N:23]([CH:25]3[CH2:28][CH2:27][CH2:26]3)[CH3:24])=[N:20][C:21]=2[O:14][C@@H:10]([CH2:11][O:12][CH3:13])[CH2:9]1)[C:2]1[CH:7]=[CH:6][CH:5]=[CH:4][CH:3]=1. The catalyst class is: 3. (2) Reactant: [CH3:1][C:2]1([CH3:17])[NH:8][CH2:7][C:6]2[CH:9]=[CH:10][C:11]([C:13]([O:15][CH3:16])=[O:14])=[CH:12][C:5]=2[O:4][CH2:3]1.C=O.[BH-](OC(C)=O)(OC(C)=O)O[C:22](C)=O.[Na+].O. Product: [CH3:1][C:2]1([CH3:17])[N:8]([CH3:22])[CH2:7][C:6]2[CH:9]=[CH:10][C:11]([C:13]([O:15][CH3:16])=[O:14])=[CH:12][C:5]=2[O:4][CH2:3]1. The catalyst class is: 15. (3) Reactant: [OH:1][C:2]1[CH:9]=[CH:8][C:5]([CH:6]=[O:7])=[CH:4][CH:3]=1.Br[CH2:11][CH2:12][CH3:13].C([O-])([O-])=O.[K+].[K+]. Product: [CH2:11]([O:1][C:2]1[CH:9]=[CH:8][C:5]([CH:6]=[O:7])=[CH:4][CH:3]=1)[CH2:12][CH3:13]. The catalyst class is: 31. (4) Reactant: [NH2:1][C:2]1[N:14]=[C:13]([C:15]2[CH:20]=[CH:19][CH:18]=[CH:17][C:16]=2[OH:21])[CH:12]=[C:11]([C:22]2[CH:27]=[CH:26][CH:25]=[C:24]([NH2:28])[CH:23]=2)[C:3]=1[C:4]([O:6][C:7]([CH3:10])([CH3:9])[CH3:8])=[O:5].N1C=CC=CC=1.[O:35]=[C:36]1[O:40][CH:39]([C:41](Cl)=[O:42])[CH2:38][CH2:37]1. Product: [NH2:1][C:2]1[N:14]=[C:13]([C:15]2[CH:20]=[CH:19][CH:18]=[CH:17][C:16]=2[OH:21])[CH:12]=[C:11]([C:22]2[CH:27]=[CH:26][CH:25]=[C:24]([NH:28][C:41]([CH:39]3[CH2:38][CH2:37][C:36](=[O:35])[O:40]3)=[O:42])[CH:23]=2)[C:3]=1[C:4]([O:6][C:7]([CH3:10])([CH3:9])[CH3:8])=[O:5]. The catalyst class is: 1. (5) Reactant: [CH2:1]([O:8][C:9]1[CH:10]=[C:11]([C:15]2[CH:24]=[CH:23][CH:22]=[C:21]3[C:16]=2[CH:17]=[CH:18][N:19]=[C:20]3[NH:25][C:26]2[CH:31]=[CH:30][CH:29]=[C:28]([N+:32]([O-])=O)[CH:27]=2)[CH:12]=[CH:13][CH:14]=1)[C:2]1[CH:7]=[CH:6][CH:5]=[CH:4][CH:3]=1. Product: [NH2:32][C:28]1[CH:27]=[C:26]([NH:25][C:20]2[C:21]3[C:16](=[C:15]([C:11]4[CH:12]=[CH:13][CH:14]=[C:9]([O:8][CH2:1][C:2]5[CH:7]=[CH:6][CH:5]=[CH:4][CH:3]=5)[CH:10]=4)[CH:24]=[CH:23][CH:22]=3)[CH:17]=[CH:18][N:19]=2)[CH:31]=[CH:30][CH:29]=1. The catalyst class is: 565. (6) Reactant: [C:1]([N:4]1[C:13]2[C:8](=[CH:9][C:10]([C:14]3[CH2:15][CH2:16][O:17][CH2:18][CH:19]=3)=[CH:11][CH:12]=2)[C@H:7]([NH:20]C(=O)OC(C)(C)C)[C@@H:6]([CH3:28])[C@@H:5]1[CH:29]1[CH2:31][CH2:30]1)(=[O:3])[CH3:2].C(O)(C(F)(F)F)=O. Product: [NH2:20][C@H:7]1[C:8]2[C:13](=[CH:12][CH:11]=[C:10]([C:14]3[CH2:15][CH2:16][O:17][CH2:18][CH:19]=3)[CH:9]=2)[N:4]([C:1](=[O:3])[CH3:2])[C@@H:5]([CH:29]2[CH2:31][CH2:30]2)[C@@H:6]1[CH3:28]. The catalyst class is: 4.